From a dataset of Forward reaction prediction with 1.9M reactions from USPTO patents (1976-2016). Predict the product of the given reaction. (1) Given the reactants ON1C2C=CC=CC=2N=N1.CN1CCOCC1.Cl.CN(C)CCCN=C=NCC.[NH2:30][CH:31]([C:33]1[C:34](=[O:50])[NH:35][C:36]([CH2:39][C:40]2[CH:45]=[CH:44][C:43]([O:46][CH3:47])=[C:42]([O:48][CH3:49])[CH:41]=2)=[N:37][N:38]=1)[CH3:32].[C:51]([C:54]([CH3:67])([CH2:58][CH2:59][CH2:60][C:61]1[CH:66]=[CH:65][CH:64]=[CH:63][CH:62]=1)[C:55](O)=[O:56])(=[O:53])[CH3:52], predict the reaction product. The product is: [C:51]([C:54]([CH3:67])([CH2:58][CH2:59][CH2:60][C:61]1[CH:62]=[CH:63][CH:64]=[CH:65][CH:66]=1)[C:55]([NH:30][CH:31]([C:33]1[C:34](=[O:50])[NH:35][C:36]([CH2:39][C:40]2[CH:45]=[CH:44][C:43]([O:46][CH3:47])=[C:42]([O:48][CH3:49])[CH:41]=2)=[N:37][N:38]=1)[CH3:32])=[O:56])(=[O:53])[CH3:52]. (2) Given the reactants [O:1]1[CH:5]=[CH:4][C:3]([C:6]([CH2:8][CH2:9][CH2:10][CH2:11][CH2:12][CH2:13][C:14]([OH:16])=O)=[O:7])=[CH:2]1.[NH2:17][OH:18].Cl, predict the reaction product. The product is: [OH:18][NH:17][C:14](=[O:16])[CH2:13][CH2:12][CH2:11][CH2:10][CH2:9][CH2:8][C:6]([C:3]1[CH:4]=[CH:5][O:1][CH:2]=1)=[O:7]. (3) The product is: [F:12][C:4]1[CH:5]=[CH:6][C:7]([N+:9]([O-:11])=[O:10])=[CH:8][C:3]=1[CH2:2][O:14][CH3:13]. Given the reactants Br[CH2:2][C:3]1[CH:8]=[C:7]([N+:9]([O-:11])=[O:10])[CH:6]=[CH:5][C:4]=1[F:12].[CH3:13][OH:14], predict the reaction product. (4) Given the reactants [Cl:1][C:2]1[CH:3]=[CH:4][C:5]2[O:9][C:8]([C:10]([OH:12])=O)=[CH:7][C:6]=2[CH:13]=1.C(Cl)(=O)C(Cl)=O.[CH3:20][N:21]([CH3:37])[CH:22]1[CH2:26][CH2:25][N:24]([C:27]2[S:28][C:29]3[CH:35]=[C:34]([NH2:36])[CH:33]=[CH:32][C:30]=3[N:31]=2)[CH2:23]1, predict the reaction product. The product is: [CH3:20][N:21]([CH3:37])[CH:22]1[CH2:26][CH2:25][N:24]([C:27]2[S:28][C:29]3[CH:35]=[C:34]([NH:36][C:10]([C:8]4[O:9][C:5]5[CH:4]=[CH:3][C:2]([Cl:1])=[CH:13][C:6]=5[CH:7]=4)=[O:12])[CH:33]=[CH:32][C:30]=3[N:31]=2)[CH2:23]1. (5) Given the reactants [CH2:1]([O:8][C:9]1[CH:10]=[C:11]([CH:30]=[CH:31][CH:32]=1)[CH2:12][C@H:13]([CH:27]([CH3:29])[CH3:28])[CH2:14][C@H:15]([NH:19][C:20](=[O:26])[O:21][C:22]([CH3:25])([CH3:24])[CH3:23])[C@@H:16]1[CH2:18][O:17]1)[C:2]1[CH:7]=[CH:6][CH:5]=[CH:4][CH:3]=1.[NH4+:33].[OH-], predict the reaction product. The product is: [CH2:1]([O:8][C:9]1[CH:10]=[C:11]([CH:30]=[CH:31][CH:32]=1)[CH2:12][C@H:13]([CH:27]([CH3:29])[CH3:28])[CH2:14][C@H:15]([NH:19][C:20](=[O:26])[O:21][C:22]([CH3:25])([CH3:24])[CH3:23])[C@@H:16]([OH:17])[CH2:18][NH2:33])[C:2]1[CH:7]=[CH:6][CH:5]=[CH:4][CH:3]=1. (6) The product is: [CH:26]([N:22]1[C:21]([C:15]2[S:16][C:17]3[CH2:18][CH2:19][O:20][C:11]4[CH:10]=[CH:9][C:8]([C:7]5[C:2](=[O:32])[NH:3][CH:4]=[CH:5][CH:6]=5)=[CH:29][C:12]=4[C:13]=3[N:14]=2)=[N:25][CH:24]=[N:23]1)([CH3:28])[CH3:27]. Given the reactants F[C:2]1[C:7]([C:8]2[CH:9]=[CH:10][C:11]3[O:20][CH2:19][CH2:18][C:17]4[S:16][C:15]([C:21]5[N:22]([CH:26]([CH3:28])[CH3:27])[N:23]=[CH:24][N:25]=5)=[N:14][C:13]=4[C:12]=3[CH:29]=2)=[CH:6][CH:5]=[CH:4][N:3]=1.Cl.C[O:32]CCOC, predict the reaction product.